This data is from Reaction yield outcomes from USPTO patents with 853,638 reactions. The task is: Predict the reaction yield, written as a fraction of the theoretical maximum amount of product (1.0 means a 100% yield; for example, 0.34 means a 34% yield). (1) The reactants are [H-].[Na+].[CH2:3]([OH:15])[CH2:4][C:5]#[C:6][CH2:7][CH2:8][CH2:9][CH2:10][CH2:11][CH2:12][CH2:13][CH3:14]. The catalyst is C(N)CN. The product is [CH2:3]([OH:15])[CH2:4][CH2:5][CH2:6][CH2:7][CH2:8][CH2:9][CH2:10][CH2:11][C:12]#[C:13][CH3:14]. The yield is 0.740. (2) The reactants are [C:1]([O:5][C:6](=[O:28])[NH:7][CH2:8][CH2:9][C:10]1[CH:15]=[CH:14][C:13]([O:16][C:17]2[CH:22]=[CH:21][C:20]([C:23]([F:26])([F:25])[F:24])=[CH:19][N:18]=2)=[C:12](Br)[CH:11]=1)([CH3:4])([CH3:3])[CH3:2].[CH3:29][N:30](C)C=O. The product is [C:1]([O:5][C:6](=[O:28])[NH:7][CH2:8][CH2:9][C:10]1[CH:15]=[CH:14][C:13]([O:16][C:17]2[CH:22]=[CH:21][C:20]([C:23]([F:26])([F:25])[F:24])=[CH:19][N:18]=2)=[C:12]([C:29]#[N:30])[CH:11]=1)([CH3:4])([CH3:3])[CH3:2]. The catalyst is O.[C-]#N.[Zn+2].[C-]#N.[Zn]. The yield is 0.250. (3) The reactants are [OH:1][C@@H:2]([C:4]1[CH:13]=[CH:12][C:7]([C:8]([O:10][CH3:11])=[O:9])=[CH:6][CH:5]=1)[CH3:3].[Br:14][C:15]1[CH:16]=[C:17](O)[CH:18]=[CH:19][CH:20]=1.C1(P(C2C=CC=CC=2)C2C=CC=CC=2)C=CC=CC=1.CC(OC(/N=N/C(OC(C)C)=O)=O)C. The catalyst is O1CCCC1. The product is [Br:14][C:15]1[CH:20]=[C:19]([CH:18]=[CH:17][CH:16]=1)[O:1][C@H:2]([C:4]1[CH:13]=[CH:12][C:7]([C:8]([O:10][CH3:11])=[O:9])=[CH:6][CH:5]=1)[CH3:3]. The yield is 0.660. (4) The reactants are [CH3:1][Si:2]([CH3:19])([CH3:18])[CH2:3][CH2:4][O:5][CH2:6][N:7]1[C:11]2[CH:12]=[CH:13][CH:14]=[CH:15][C:10]=2[N:9]=[C:8]1[CH2:16][OH:17]. The catalyst is C(Cl)Cl.O=[Mn]=O. The product is [CH3:1][Si:2]([CH3:19])([CH3:18])[CH2:3][CH2:4][O:5][CH2:6][N:7]1[C:11]2[CH:12]=[CH:13][CH:14]=[CH:15][C:10]=2[N:9]=[C:8]1[CH:16]=[O:17]. The yield is 0.550. (5) The reactants are FC(F)(F)S(O[C:7]1[CH:12]=[CH:11][C:10]([C@@H:13]2[C@@H:16]([CH2:17][CH2:18][C@@H:19]([C:21]3[CH:26]=[CH:25][C:24]([F:27])=[CH:23][CH:22]=3)[OH:20])[C:15](=[O:28])[N:14]2[C:29]2[CH:34]=[CH:33][C:32]([F:35])=[CH:31][CH:30]=2)=[CH:9][CH:8]=1)(=O)=O.[N+:38]([C:41]1[CH:42]=[C:43](B(O)O)[CH:44]=[CH:45][CH:46]=1)([O-:40])=[O:39].C(O)C.C(=O)([O-])[O-].[K+].[K+]. The catalyst is C1(C)C=CC=CC=1.C1C=CC([P]([Pd]([P](C2C=CC=CC=2)(C2C=CC=CC=2)C2C=CC=CC=2)([P](C2C=CC=CC=2)(C2C=CC=CC=2)C2C=CC=CC=2)[P](C2C=CC=CC=2)(C2C=CC=CC=2)C2C=CC=CC=2)(C2C=CC=CC=2)C2C=CC=CC=2)=CC=1.ClCCl. The product is [F:35][C:32]1[CH:31]=[CH:30][C:29]([N:14]2[C@H:13]([C:10]3[CH:9]=[CH:8][C:7]([C:45]4[CH:44]=[CH:43][CH:42]=[C:41]([N+:38]([O-:40])=[O:39])[CH:46]=4)=[CH:12][CH:11]=3)[C@@H:16]([CH2:17][CH2:18][C@@H:19]([C:21]3[CH:22]=[CH:23][C:24]([F:27])=[CH:25][CH:26]=3)[OH:20])[C:15]2=[O:28])=[CH:34][CH:33]=1. The yield is 0.950. (6) The reactants are Cl.[F:2][C:3]([F:17])([F:16])[C:4]1[CH:9]=[CH:8][CH:7]=[C:6]([N:10]2[CH2:15][CH2:14][NH:13][CH2:12][CH2:11]2)[CH:5]=1.C([O-])(O)=O.[Na+].Cl[S:24]([C:27]1[CH:32]=[CH:31][C:30]([CH:33]=[CH:34][C:35]([OH:37])=[O:36])=[CH:29][CH:28]=1)(=[O:26])=[O:25].Cl. The catalyst is O1CCOCC1.O. The product is [F:17][C:3]([F:2])([F:16])[C:4]1[CH:5]=[C:6]([N:10]2[CH2:15][CH2:14][N:13]([S:24]([C:27]3[CH:28]=[CH:29][C:30](/[CH:33]=[CH:34]/[C:35]([OH:37])=[O:36])=[CH:31][CH:32]=3)(=[O:26])=[O:25])[CH2:12][CH2:11]2)[CH:7]=[CH:8][CH:9]=1. The yield is 0.820. (7) The reactants are [NH2:1][C:2]1[N:10]=[C:9]([C:11]2[CH:16]=[CH:15][CH:14]=[CH:13][C:12]=2[OH:17])[CH:8]=[C:7]([CH:18]2[CH2:23][CH2:22][CH2:21][N:20]([C:24]([O:26][CH2:27][C:28]3[CH:33]=[CH:32][CH:31]=[CH:30][CH:29]=3)=[O:25])[CH2:19]2)[C:3]=1[C:4]([OH:6])=[O:5].[CH2:34]1COCC1. The catalyst is CO. The product is [NH2:1][C:2]1[N:10]=[C:9]([C:11]2[CH:16]=[CH:15][CH:14]=[CH:13][C:12]=2[OH:17])[CH:8]=[C:7]([CH:18]2[CH2:23][CH2:22][CH2:21][N:20]([C:24]([O:26][CH2:27][C:28]3[CH:33]=[CH:32][CH:31]=[CH:30][CH:29]=3)=[O:25])[CH2:19]2)[C:3]=1[C:4]([O:6][CH3:34])=[O:5]. The yield is 0.340.